This data is from Catalyst prediction with 721,799 reactions and 888 catalyst types from USPTO. The task is: Predict which catalyst facilitates the given reaction. (1) Reactant: [N:1]1([C:7]2[CH:8]=[C:9]([OH:13])[CH:10]=[CH:11][CH:12]=2)[CH2:6][CH2:5][O:4][CH2:3][CH2:2]1.C([O-])([O-])=O.[K+].[K+].[CH2:20]([N:22]([CH2:26][CH3:27])[C:23](Cl)=[O:24])[CH3:21]. Product: [CH2:20]([N:22]([CH2:26][CH3:27])[C:23]([O:13][C:9]1[CH:10]=[CH:11][CH:12]=[C:7]([N:1]2[CH2:2][CH2:3][O:4][CH2:5][CH2:6]2)[CH:8]=1)=[O:24])[CH3:21]. The catalyst class is: 290. (2) Reactant: [CH2:1]([N:8]1[C:12]2=[C:13]([NH:19][CH2:20][C:21]3[CH:26]=[CH:25][C:24]([F:27])=[CH:23][CH:22]=3)[N:14]=[C:15]([C:17]#[N:18])[CH:16]=[C:11]2[C:10]([CH3:28])=[C:9]1[CH3:29])[C:2]1[CH:7]=[CH:6][CH:5]=[CH:4][CH:3]=1.[ClH:30]. Product: [ClH:30].[CH2:1]([N:8]1[C:12]2=[C:13]([NH:19][CH2:20][C:21]3[CH:22]=[CH:23][C:24]([F:27])=[CH:25][CH:26]=3)[N:14]=[C:15]([C:17]#[N:18])[CH:16]=[C:11]2[C:10]([CH3:28])=[C:9]1[CH3:29])[C:2]1[CH:3]=[CH:4][CH:5]=[CH:6][CH:7]=1. The catalyst class is: 13.